This data is from Reaction yield outcomes from USPTO patents with 853,638 reactions. The task is: Predict the reaction yield, written as a fraction of the theoretical maximum amount of product (1.0 means a 100% yield; for example, 0.34 means a 34% yield). (1) The reactants are C1C(=O)N([Br:8])C(=O)C1.[CH3:9][N:10]1[C:14]([C:15]2[CH:16]=[C:17]([C:20]([O:22][CH3:23])=[O:21])[S:18][CH:19]=2)=[CH:13][CH:12]=[N:11]1. The catalyst is O1CCCC1. The product is [Br:8][C:13]1[CH:12]=[N:11][N:10]([CH3:9])[C:14]=1[C:15]1[CH:16]=[C:17]([C:20]([O:22][CH3:23])=[O:21])[S:18][CH:19]=1. The yield is 0.830. (2) The reactants are [NH2:1][C:2]1[N:10]=[C:9]([I:11])[N:8]=[C:7]2[C:3]=1[N:4]=[CH:5][N:6]2[C@H:12]1[C@@H:16]2[O:17]C(C)(C)[O:19][C@@H:15]2[C@@H:14]([CH2:22][S:23][CH2:24][CH2:25][CH:26]([NH:31]C(OC(C)(C)C)=O)[C:27]([O:29]C)=[O:28])[O:13]1.[OH-].[K+].O. The catalyst is C1COCC1. The product is [NH2:31][CH:26]([CH2:25][CH2:24][S:23][CH2:22][C@@H:14]1[C@@H:15]([OH:19])[C@@H:16]([OH:17])[C@H:12]([N:6]2[CH:5]=[N:4][C:3]3[C:7]2=[N:8][C:9]([I:11])=[N:10][C:2]=3[NH2:1])[O:13]1)[C:27]([OH:29])=[O:28]. The yield is 0.0700. (3) The reactants are [Cl:1][C:2]1[CH:3]=[C:4]([C:9]2[N:13]3[C:14]4[N:22]=[C:21]([O:23][CH3:24])[CH:20]=[CH:19][C:15]=4[N:16]=[C:17]([CH3:18])[C:12]3=[C:11]([CH3:25])[N:10]=2)[CH:5]=[C:6](Cl)[CH:7]=1.ClC1C=C(B(O)O)C=CC=1.C([O-])([O-])=O.[K+].[K+]. The catalyst is C1C=CC([P]([Pd]([P](C2C=CC=CC=2)(C2C=CC=CC=2)C2C=CC=CC=2)([P](C2C=CC=CC=2)(C2C=CC=CC=2)C2C=CC=CC=2)[P](C2C=CC=CC=2)(C2C=CC=CC=2)C2C=CC=CC=2)(C2C=CC=CC=2)C2C=CC=CC=2)=CC=1. The product is [Cl:1][C:2]1[CH:3]=[C:4]([C:9]2[N:13]3[C:14]4[N:22]=[C:21]([O:23][CH3:24])[CH:20]=[CH:19][C:15]=4[N:16]=[C:17]([CH3:18])[C:12]3=[C:11]([CH3:25])[N:10]=2)[CH:5]=[CH:6][CH:7]=1. The yield is 0.640. (4) The reactants are [CH3:1][C@H:2]1[C:10]2[C:9](O)=[N:8][CH:7]=[N:6][C:5]=2[CH2:4][CH2:3]1.O=P(Cl)(Cl)[Cl:14]. No catalyst specified. The product is [Cl:14][C:9]1[C:10]2[C@H:2]([CH3:1])[CH2:3][CH2:4][C:5]=2[N:6]=[CH:7][N:8]=1. The yield is 0.490. (5) The reactants are N#N.C(O)C.[NH2:6][C:7]1[CH:12]=[CH:11][CH:10]=[CH:9][C:8]=1B(O)O.[CH3:16][O:17][C:18](=[O:27])[CH2:19][C:20]1[CH:25]=[CH:24][CH:23]=[C:22](Br)[CH:21]=1. The catalyst is C1(C)C=CC=CC=1.[Pd].C1(P(C2C=CC=CC=2)C2C=CC=CC=2)C=CC=CC=1.C1(P(C2C=CC=CC=2)C2C=CC=CC=2)C=CC=CC=1.C1(P(C2C=CC=CC=2)C2C=CC=CC=2)C=CC=CC=1.C1(P(C2C=CC=CC=2)C2C=CC=CC=2)C=CC=CC=1. The product is [CH3:16][O:17][C:18](=[O:27])[CH2:19][C:20]1[CH:25]=[C:24]([C:8]2[CH:9]=[CH:10][CH:11]=[CH:12][C:7]=2[NH2:6])[CH:23]=[CH:22][CH:21]=1. The yield is 0.810. (6) The reactants are [C:1]([C:4]1[C:22](=[O:23])[C@@:8]2([CH3:24])[C:9]3[C:15]([OH:16])=[CH:14][C:13]([O:17][CH3:18])=[C:12]([C:19]([NH2:21])=[O:20])[C:10]=3[O:11][C:7]2=[CH:6][C:5]=1[OH:25])(=[O:3])[CH3:2].[CH2:26]([C:29]1[CH:38]=[CH:37][C:36]2[C:31](=[CH:32][CH:33]=[CH:34][CH:35]=2)[C:30]=1[CH:39]=O)[CH2:27][CH3:28].C([SiH](CC)CC)C.FC(F)(F)C(O)=O. The catalyst is C(#N)C. The product is [C:1]([C:4]1[C:22](=[O:23])[C@@:8]2([CH3:24])[C:9]3[C:15]([OH:16])=[CH:14][C:13]([O:17][CH3:18])=[C:12]([C:19]([NH:21][CH2:39][C:30]4[C:31]5[C:36](=[CH:35][CH:34]=[CH:33][CH:32]=5)[CH:37]=[CH:38][C:29]=4[CH2:26][CH2:27][CH3:28])=[O:20])[C:10]=3[O:11][C:7]2=[CH:6][C:5]=1[OH:25])(=[O:3])[CH3:2]. The yield is 0.890. (7) The reactants are FC(F)(F)S([O:6][Si:7]([C:10]([CH3:13])([CH3:12])[CH3:11])([CH3:9])[CH3:8])(=O)=O.[F:16][C:17]1[N:22]=[CH:21][C:20]([C:23]([CH3:27])([CH3:26])[CH2:24]O)=[CH:19][CH:18]=1.C(N(CC)C(C)C)(C)C. The catalyst is C(Cl)Cl. The product is [Si:7]([O:6][CH2:27][C:23]([C:20]1[CH:19]=[CH:18][C:17]([F:16])=[N:22][CH:21]=1)([CH3:24])[CH3:26])([C:10]([CH3:11])([CH3:12])[CH3:13])([CH3:8])[CH3:9]. The yield is 0.910. (8) The reactants are Br[C:2]1[S:3][CH:4]=[CH:5][N:6]=1.C([Li])CCC.[Si:12]([O:19][C@H:20]([CH2:29][O:30][Si:31]([C:34]([CH3:37])([CH3:36])[CH3:35])([CH3:33])[CH3:32])/[CH:21]=[N:22]/[S@:23]([C:25]([CH3:28])([CH3:27])[CH3:26])=[O:24])([C:15]([CH3:18])([CH3:17])[CH3:16])([CH3:14])[CH3:13]. The catalyst is CCOCC. The product is [Si:12]([O:19][C@H:20]([CH2:29][O:30][Si:31]([C:34]([CH3:37])([CH3:36])[CH3:35])([CH3:32])[CH3:33])[C@@H:21]([NH:22][S@:23]([C:25]([CH3:26])([CH3:27])[CH3:28])=[O:24])[C:2]1[S:3][CH:4]=[CH:5][N:6]=1)([C:15]([CH3:18])([CH3:16])[CH3:17])([CH3:14])[CH3:13]. The yield is 0.830.